This data is from Peptide-MHC class II binding affinity with 134,281 pairs from IEDB. The task is: Regression. Given a peptide amino acid sequence and an MHC pseudo amino acid sequence, predict their binding affinity value. This is MHC class II binding data. (1) The peptide sequence is EKLKKVLEVYEARLS. The MHC is DRB4_0101 with pseudo-sequence DRB4_0103. The binding affinity (normalized) is 0.503. (2) The peptide sequence is NLCCSQWGWCGSTDE. The MHC is DRB1_0301 with pseudo-sequence DRB1_0301. The binding affinity (normalized) is 0.0587. (3) The peptide sequence is YPWDRIEEVTRMAMT. The MHC is DRB1_0404 with pseudo-sequence DRB1_0404. The binding affinity (normalized) is 0.481. (4) The peptide sequence is GWPYIGSRSQILGRS. The MHC is DRB1_1302 with pseudo-sequence DRB1_1302. The binding affinity (normalized) is 0.328. (5) The peptide sequence is ASYEAQKAKANKAVDKA. The MHC is H-2-IAb with pseudo-sequence H-2-IAb. The binding affinity (normalized) is 0.574. (6) The peptide sequence is NAGFKAALAAAAGVP. The MHC is HLA-DQA10102-DQB10602 with pseudo-sequence HLA-DQA10102-DQB10602. The binding affinity (normalized) is 0.720. (7) The peptide sequence is KGNFQRLAITKGKVD. The MHC is HLA-DQA10101-DQB10501 with pseudo-sequence HLA-DQA10101-DQB10501. The binding affinity (normalized) is 0.113. (8) The peptide sequence is RGWGNGCGLFGKGSI. The MHC is DRB1_0101 with pseudo-sequence DRB1_0101. The binding affinity (normalized) is 0.0553. (9) The peptide sequence is AGDLGRDELMELASD. The MHC is DRB1_0901 with pseudo-sequence DRB1_0901. The binding affinity (normalized) is 0.187. (10) The peptide sequence is MGASYFAADRILPEL. The MHC is HLA-DQA10501-DQB10201 with pseudo-sequence HLA-DQA10501-DQB10201. The binding affinity (normalized) is 0.663.